Task: Binary Classification. Given a T-cell receptor sequence (or CDR3 region) and an epitope sequence, predict whether binding occurs between them.. Dataset: TCR-epitope binding with 47,182 pairs between 192 epitopes and 23,139 TCRs The epitope is TLDSKTQSL. The TCR CDR3 sequence is CASSLSPWDRVKDTQYF. Result: 1 (the TCR binds to the epitope).